This data is from Catalyst prediction with 721,799 reactions and 888 catalyst types from USPTO. The task is: Predict which catalyst facilitates the given reaction. (1) Reactant: [Na].[N:2]1[CH:7]=[CH:6][CH:5]=[C:4]([C:8]#[N:9])[N:3]=1.[Cl-].[NH4+:11]. Product: [N:2]1[CH:7]=[CH:6][CH:5]=[C:4]([C:8]([NH2:11])=[NH:9])[N:3]=1. The catalyst class is: 5. (2) Reactant: ClC(Cl)(Cl)CO[C:5](=[O:24])[NH:6][C:7]1[N:11]([C:12]2[CH:13]=[N:14][N:15]([CH2:17][CH2:18][OH:19])[CH:16]=2)[N:10]=[C:9]([C:20]([CH3:23])([CH3:22])[CH3:21])[CH:8]=1.[Cl:27][C:28]1[CH:33]=[CH:32][CH:31]=[C:30]([Cl:34])[C:29]=1[C:35]1[N:39]2[CH:40]=[C:41]([O:44][C@H:45]3[C:54]4[C:49](=[CH:50][CH:51]=[CH:52][CH:53]=4)[C@@H:48]([NH2:55])[CH2:47][CH2:46]3)[CH:42]=[CH:43][C:38]2=[N:37][N:36]=1.CCN(C(C)C)C(C)C. Product: [C:20]([C:9]1[CH:8]=[C:7]([NH:6][C:5]([NH:55][C@@H:48]2[C:49]3[C:54](=[CH:53][CH:52]=[CH:51][CH:50]=3)[C@H:45]([O:44][C:41]3[CH:42]=[CH:43][C:38]4[N:39]([C:35]([C:29]5[C:28]([Cl:27])=[CH:33][CH:32]=[CH:31][C:30]=5[Cl:34])=[N:36][N:37]=4)[CH:40]=3)[CH2:46][CH2:47]2)=[O:24])[N:11]([C:12]2[CH:13]=[N:14][N:15]([CH2:17][CH2:18][OH:19])[CH:16]=2)[N:10]=1)([CH3:21])([CH3:22])[CH3:23]. The catalyst class is: 258. (3) Reactant: Br[C:2]1CCON=1.[CH2:7]([N:9]([CH2:12][CH3:13])[CH2:10][CH3:11])[CH3:8].C(=O)[C:15]1[CH:20]=[CH:19]C=[CH:17][CH:16]=1.C(O[BH-](OC(=O)C)OC(=O)C)(=O)C.[Na+]. Product: [CH2:7]([N:9]1[CH2:12][CH2:13][CH2:2][CH2:11][CH2:10]1)[C:8]1[CH:19]=[CH:20][CH:15]=[CH:16][CH:17]=1. The catalyst class is: 124. (4) Reactant: C([O:3][CH2:4][CH2:5][O:6][NH:7][C:8]([C:10]1[CH:18]=[CH:17][C:13]2[CH:14]=[N:15][S:16][C:12]=2[C:11]=1[NH:19][C:20]1[CH:25]=[CH:24][C:23]([I:26])=[CH:22][C:21]=1[F:27])=[O:9])=C.Cl. Product: [OH:3][CH2:4][CH2:5][O:6][NH:7][C:8]([C:10]1[CH:18]=[CH:17][C:13]2[CH:14]=[N:15][S:16][C:12]=2[C:11]=1[NH:19][C:20]1[CH:25]=[CH:24][C:23]([I:26])=[CH:22][C:21]=1[F:27])=[O:9]. The catalyst class is: 5. (5) Reactant: [CH:1](NC(C)C)(C)C.[Li]CCCC.[F:13][C:14]1[CH:22]=[C:21]([F:23])[CH:20]=[CH:19][C:15]=1[C:16]([OH:18])=[O:17].CI.[NH4+].[Cl-]. Product: [F:13][C:14]1[C:22]([CH3:1])=[C:21]([F:23])[CH:20]=[CH:19][C:15]=1[C:16]([OH:18])=[O:17]. The catalyst class is: 1.